From a dataset of Peptide-MHC class II binding affinity with 134,281 pairs from IEDB. Regression. Given a peptide amino acid sequence and an MHC pseudo amino acid sequence, predict their binding affinity value. This is MHC class II binding data. (1) The MHC is HLA-DQA10101-DQB10501 with pseudo-sequence HLA-DQA10101-DQB10501. The peptide sequence is YEDAKSPLTASKLTY. The binding affinity (normalized) is 0.117. (2) The peptide sequence is GLNITGVTCGPGHGI. The MHC is DRB3_0202 with pseudo-sequence DRB3_0202. The binding affinity (normalized) is 0. (3) The peptide sequence is DLQRSAMVYSSDD. The MHC is HLA-DPA10201-DPB10501 with pseudo-sequence HLA-DPA10201-DPB10501. The binding affinity (normalized) is 0. (4) The peptide sequence is EVFFQRLGIASGRARY. The MHC is DRB3_0101 with pseudo-sequence DRB3_0101. The binding affinity (normalized) is 0.269. (5) The peptide sequence is APEVKYTVFETALKK. The MHC is HLA-DQA10102-DQB10502 with pseudo-sequence HLA-DQA10102-DQB10502. The binding affinity (normalized) is 0.318. (6) The peptide sequence is GDEQKLRSAGELELQFRRVK. The binding affinity (normalized) is 0.453. The MHC is DRB4_0101 with pseudo-sequence DRB4_0103. (7) The peptide sequence is KASNTILPLMALLTP. The MHC is HLA-DQA10601-DQB10402 with pseudo-sequence HLA-DQA10601-DQB10402. The binding affinity (normalized) is 0.631.